Dataset: Forward reaction prediction with 1.9M reactions from USPTO patents (1976-2016). Task: Predict the product of the given reaction. (1) Given the reactants [CH3:1][O:2][C:3]1[CH:8]=[C:7]([O:9][CH3:10])[CH:6]=[CH:5][C:4]=1[N:11]=[C:12]=[O:13].[NH2:14][C:15]1[CH:16]=[C:17]2[C:21](=[CH:22][CH:23]=1)[N:20]([CH2:24][C:25]1[CH:30]=[CH:29][C:28]([Cl:31])=[C:27]([Cl:32])[CH:26]=1)[CH:19]=[C:18]2[CH:33]=[C:34]1[S:38][C:37](=[O:39])[NH:36][C:35]1=[O:40], predict the reaction product. The product is: [CH3:1][O:2][C:3]1[CH:8]=[C:7]([O:9][CH3:10])[CH:6]=[CH:5][C:4]=1[NH:11][C:12](=[O:13])[NH:14][C:15]1[CH:16]=[C:17]2[C:21](=[CH:22][CH:23]=1)[N:20]([CH2:24][C:25]1[CH:30]=[CH:29][C:28]([Cl:31])=[C:27]([Cl:32])[CH:26]=1)[CH:19]=[C:18]2[CH:33]=[C:34]1[S:38][C:37](=[O:39])[NH:36][C:35]1=[O:40]. (2) Given the reactants [Cl:1][C:2]1[CH:3]=[CH:4][C:5]([NH:11][C:12]2[CH:13]=[C:14]3[C:18](=[CH:19][CH:20]=2)[N:17]([C:21]2[CH:26]=[CH:25][CH:24]=[CH:23][C:22]=2[N+:27]([O-])=O)[CH:16]=[CH:15]3)=[C:6]([CH:10]=1)[C:7]([OH:9])=[O:8].[Cl-].[NH4+].[CH2:32](O)C, predict the reaction product. The product is: [NH2:27][C:22]1[CH:23]=[CH:24][CH:25]=[CH:26][C:21]=1[N:17]1[C:18]2[C:14](=[CH:13][C:12]([NH:11][C:5]3[CH:4]=[CH:3][C:2]([Cl:1])=[CH:10][C:6]=3[C:7]([O:9][CH3:32])=[O:8])=[CH:20][CH:19]=2)[CH:15]=[CH:16]1.